The task is: Predict the product of the given reaction.. This data is from Forward reaction prediction with 1.9M reactions from USPTO patents (1976-2016). Given the reactants [Cl:1][C:2]1[CH:10]=[CH:9][C:5]([C:6](O)=[O:7])=[C:4]([CH3:11])[CH:3]=1.C(O)C.C(OCC)(OCC)OCC.S(=O)(=O)(O)O, predict the reaction product. The product is: [Cl:1][C:2]1[CH:10]=[CH:9][C:5]([CH2:6][OH:7])=[C:4]([CH3:11])[CH:3]=1.